From a dataset of Forward reaction prediction with 1.9M reactions from USPTO patents (1976-2016). Predict the product of the given reaction. (1) Given the reactants CN(C)[C:3](=[CH2:11])[C:4]([C:6]1[S:7][CH:8]=[CH:9][CH:10]=1)=[O:5].Cl.[NH2:14]O, predict the reaction product. The product is: [S:7]1[CH:8]=[CH:9][CH:10]=[C:6]1[C:4]1[O:5][N:14]=[CH:11][CH:3]=1. (2) Given the reactants [OH:1][NH2:2].C([O:5][C:6](=O)[CH2:7][CH2:8][CH2:9][CH2:10][CH2:11][CH2:12][N:13]([C:20]1[CH:25]=[CH:24][C:23]([O:26][CH2:27][C:28]2[CH:33]=[CH:32][CH:31]=[CH:30][CH:29]=2)=[CH:22][N:21]=1)[C:14]1[CH:19]=[CH:18][CH:17]=[CH:16][N:15]=1)C, predict the reaction product. The product is: [CH2:27]([O:26][C:23]1[CH:24]=[CH:25][C:20]([N:13]([C:14]2[CH:19]=[CH:18][CH:17]=[CH:16][N:15]=2)[CH2:12][CH2:11][CH2:10][CH2:9][CH2:8][CH2:7][C:6]([NH:2][OH:1])=[O:5])=[N:21][CH:22]=1)[C:28]1[CH:29]=[CH:30][CH:31]=[CH:32][CH:33]=1. (3) Given the reactants C([O:3][C:4]([C:6]1[CH:7]=[N:8][N:9]([CH2:11][CH:12]2[CH2:16][C:15](=[O:17])[N:14]([C:18]3[CH:23]=[CH:22][C:21]([F:24])=[CH:20][C:19]=3[F:25])[CH2:13]2)[CH:10]=1)=[O:5])C.[OH-].[K+], predict the reaction product. The product is: [F:25][C:19]1[CH:20]=[C:21]([F:24])[CH:22]=[CH:23][C:18]=1[N:14]1[C:15](=[O:17])[CH2:16][CH:12]([CH2:11][N:9]2[CH:10]=[C:6]([C:4]([OH:5])=[O:3])[CH:7]=[N:8]2)[CH2:13]1. (4) The product is: [F:1][C:2]1[CH:3]=[CH:4][C:5]([NH:8][C:9]([C:11]2[N:12]=[C:13]([CH3:17])[S:14][C:15]=2[NH:25][C:24]2[C:19]([CH3:18])=[N:20][CH:21]=[CH:22][CH:23]=2)=[O:10])=[N:6][CH:7]=1. Given the reactants [F:1][C:2]1[CH:3]=[CH:4][C:5]([NH:8][C:9]([C:11]2[N:12]=[C:13]([CH3:17])[S:14][C:15]=2Br)=[O:10])=[N:6][CH:7]=1.[CH3:18][C:19]1[C:24]([NH2:25])=[CH:23][CH:22]=[CH:21][N:20]=1.C1(P(C2C=CC=CC=2)C2C3OC4C(=CC=CC=4P(C4C=CC=CC=4)C4C=CC=CC=4)C(C)(C)C=3C=CC=2)C=CC=CC=1.C(=O)([O-])[O-].[Cs+].[Cs+], predict the reaction product. (5) Given the reactants [C:1](#[N:8])[C:2]1[CH:7]=[CH:6][CH:5]=[CH:4][CH:3]=1.[C:9](=[O:12])([O-])[O-].[K+].[K+].C(O[C:23]([O:25][C:26]([CH3:29])([CH3:28])[CH3:27])=[O:24])([O:17][C:18](C)([CH3:20])[CH3:19])=O.C[N:31](C)[CH:32]=[O:33], predict the reaction product. The product is: [CH:18]([O:17][CH:7]([CH3:6])[CH3:2])([CH3:20])[CH3:19].[C:1]([C:2]1[CH:7]=[CH:6][C:5]([O:12][C:9]2[C:32](=[O:33])[NH:31][N:8]([C:23]([O:25][C:26]([CH3:27])([CH3:28])[CH3:29])=[O:24])[C:1]=2[CH2:2][CH3:3])=[CH:4][CH:3]=1)#[N:8]. (6) Given the reactants Cl.[CH3:2][O:3][C:4]1[CH:9]=[CH:8][C:7]([NH:10][NH2:11])=[CH:6][CH:5]=1.IC.[CH:14](N(C(C)C)CC)(C)C, predict the reaction product. The product is: [CH3:2][O:3][C:4]1[CH:9]=[CH:8][C:7]([N:10]([CH3:14])[NH2:11])=[CH:6][CH:5]=1. (7) Given the reactants [CH:1]1([C:4]([CH:26]2[CH2:28][CH2:27]2)([C:6]2[S:7][C:8]([C:11]3[CH:16]=[C:15]([N+:17]([O-])=O)[CH:14]=[C:13]([N:20]4[CH2:25][CH2:24][O:23][CH2:22][CH2:21]4)[CH:12]=3)=[CH:9][N:10]=2)[OH:5])[CH2:3][CH2:2]1.C(O)(=O)C, predict the reaction product. The product is: [NH2:17][C:15]1[CH:16]=[C:11]([C:8]2[S:7][C:6]([C:4]([CH:1]3[CH2:2][CH2:3]3)([CH:26]3[CH2:28][CH2:27]3)[OH:5])=[N:10][CH:9]=2)[CH:12]=[C:13]([N:20]2[CH2:25][CH2:24][O:23][CH2:22][CH2:21]2)[CH:14]=1. (8) Given the reactants [C:1]([N:5]1[C:9]([C:10]2[CH:15]=[CH:14][C:13]([N:16]3[CH2:21][CH2:20][CH2:19][CH2:18][CH2:17]3)=[CH:12][CH:11]=2)=[CH:8][C:7]([CH:22]=[N:23]O)=[N:6]1)([CH3:4])([CH3:3])[CH3:2].[H-].[Al+3].[Li+].[H-].[H-].[H-].CCCCCC.CCOC(C)=O, predict the reaction product. The product is: [C:1]([N:5]1[C:9]([C:10]2[CH:15]=[CH:14][C:13]([N:16]3[CH2:21][CH2:20][CH2:19][CH2:18][CH2:17]3)=[CH:12][CH:11]=2)=[CH:8][C:7]([CH2:22][NH2:23])=[N:6]1)([CH3:4])([CH3:3])[CH3:2]. (9) The product is: [C:1]1([CH:7]([C:11]2[CH:16]=[CH:15][CH:14]=[CH:13][CH:12]=2)[CH2:8][CH2:9][N:30]2[CH2:29][CH2:28][CH:27]([N:18]3[C:22]4[CH:23]=[CH:24][CH:25]=[CH:26][C:21]=4[N:20]=[N:19]3)[CH2:32][CH2:31]2)[CH:6]=[CH:5][CH:4]=[CH:3][CH:2]=1. Given the reactants [C:1]1([CH:7]([C:11]2[CH:16]=[CH:15][CH:14]=[CH:13][CH:12]=2)[CH2:8][CH2:9]Br)[CH:6]=[CH:5][CH:4]=[CH:3][CH:2]=1.Cl.[N:18]1([CH:27]2[CH2:32][CH2:31][NH:30][CH2:29][CH2:28]2)[C:22]2[CH:23]=[CH:24][CH:25]=[CH:26][C:21]=2[N:20]=[N:19]1.C(=O)([O-])[O-].[K+].[K+], predict the reaction product.